Dataset: Reaction yield outcomes from USPTO patents with 853,638 reactions. Task: Predict the reaction yield, written as a fraction of the theoretical maximum amount of product (1.0 means a 100% yield; for example, 0.34 means a 34% yield). (1) The reactants are I[C:2]1[N:6]([CH2:7][C:8]2[CH:13]=[CH:12][C:11]([O:14][CH3:15])=[CH:10][CH:9]=2)[N:5]=[N:4][C:3]=1[C:16]1[CH:21]=[CH:20][N:19]=[C:18]([C:22]2[N:23]=[CH:24][N:25]([CH2:27][CH2:28][C:29]3[C:38]4[C:33](=[CH:34][CH:35]=[CH:36][CH:37]=4)[CH:32]=[CH:31][CH:30]=3)[CH:26]=2)[CH:17]=1.[F-].[K+].N1C2C(=CC=C3C=2N=CC=C3)C=CC=1.[Si]([C:59]([F:62])([F:61])[F:60])(C)(C)C. The catalyst is CN(C=O)C.[Cu]I. The product is [CH3:15][O:14][C:11]1[CH:12]=[CH:13][C:8]([CH2:7][N:6]2[C:2]([C:59]([F:62])([F:61])[F:60])=[C:3]([C:16]3[CH:21]=[CH:20][N:19]=[C:18]([C:22]4[N:23]=[CH:24][N:25]([CH2:27][CH2:28][C:29]5[C:38]6[C:33](=[CH:34][CH:35]=[CH:36][CH:37]=6)[CH:32]=[CH:31][CH:30]=5)[CH:26]=4)[CH:17]=3)[N:4]=[N:5]2)=[CH:9][CH:10]=1. The yield is 0.700. (2) The reactants are [NH2:1][CH2:2][CH2:3][NH:4][C:5](=[O:7])[CH3:6].C(N(CC)CC)C.[Br:15][C:16]1[C:17](Cl)=[N:18][C:19]([Cl:22])=[N:20][CH:21]=1. The catalyst is C(#N)C.C(OCC)(=O)C. The product is [Br:15][C:16]1[C:17]([NH:1][CH2:2][CH2:3][NH:4][C:5](=[O:7])[CH3:6])=[N:18][C:19]([Cl:22])=[N:20][CH:21]=1. The yield is 0.750.